Dataset: Reaction yield outcomes from USPTO patents with 853,638 reactions. Task: Predict the reaction yield, written as a fraction of the theoretical maximum amount of product (1.0 means a 100% yield; for example, 0.34 means a 34% yield). (1) The reactants are C([O:3][C:4](=[O:29])[CH:5]([C:10]1[CH:11]=[C:12]([C:21]2[CH:26]=[CH:25][C:24]([C:27]#[N:28])=[CH:23][CH:22]=2)[C:13]([O:16][CH2:17][CH:18]2[CH2:20][CH2:19]2)=[CH:14][CH:15]=1)[CH2:6][CH:7]([CH3:9])[CH3:8])C.O.[OH-].[Li+]. The catalyst is CO.C1COCC1.O. The product is [C:27]([C:24]1[CH:23]=[CH:22][C:21]([C:12]2[C:13]([O:16][CH2:17][CH:18]3[CH2:20][CH2:19]3)=[CH:14][CH:15]=[C:10]([CH:5]([CH2:6][CH:7]([CH3:9])[CH3:8])[C:4]([OH:29])=[O:3])[CH:11]=2)=[CH:26][CH:25]=1)#[N:28]. The yield is 0.400. (2) The reactants are [CH3:1][C:2]1[O:6][C:5]([C@H:7]([NH2:13])[C:8]2([CH3:12])[CH2:11][O:10][CH2:9]2)=[CH:4][CH:3]=1.[Cl:14][C:15]1[C:20]([C:21]([N:23]([CH3:25])[CH3:24])=[O:22])=[C:19]([OH:26])[C:18]([NH:27][C:28]2[C:31](=O)[C:30](=[O:33])[C:29]=2[O:34]CC)=[CH:17][CH:16]=1. The catalyst is CO. The product is [Cl:14][C:15]1[C:20]([C:21]([N:23]([CH3:25])[CH3:24])=[O:22])=[C:19]([OH:26])[C:18]([NH:27][C:28]2[C:29](=[O:34])[C:30](=[O:33])[C:31]=2[NH:13][C@@H:7]([C:5]2[O:6][C:2]([CH3:1])=[CH:3][CH:4]=2)[C:8]2([CH3:12])[CH2:9][O:10][CH2:11]2)=[CH:17][CH:16]=1. The yield is 0.530. (3) The reactants are [OH:1][C@@H:2]1[C@H:6]2[O:7][C:8]([CH3:11])([CH3:10])[O:9][C@H:5]2[C@H:4](NC(=O)OCC2C=CC=CC=2)[CH2:3]1.[H-].[Na+].Br[CH2:26][C:27]([O:29][CH2:30][CH3:31])=[O:28].O.[C:33]([O:36][CH2:37][CH3:38])(=[O:35])C. The catalyst is CN(C)C=O. The product is [CH2:37]([O:36][C:33]([C@H:4]1[C@@H:5]2[O:9][C:8]([CH3:10])([CH3:11])[O:7][C@@H:6]2[C@@H:2]([O:1][CH2:26][C:27]([O:29][CH2:30][CH3:31])=[O:28])[CH2:3]1)=[O:35])[C:38]1[CH:5]=[CH:6][CH:2]=[CH:3][CH:4]=1. The yield is 0.690. (4) The reactants are Br[C:2]1[N:9]=[CH:8][CH:7]=[C:6]([Cl:10])[C:3]=1[CH:4]=[O:5].[CH3:11][C:12]1([CH3:25])[CH2:23][C:22]2[CH:21]=[C:20]3[N:15]([CH2:16][CH2:17][NH:18][C:19]3=[O:24])[C:14]=2[CH2:13]1.CC1(C)C2C(=C(P(C3C=CC=CC=3)C3C=CC=CC=3)C=CC=2)OC2C(P(C3C=CC=CC=3)C3C=CC=CC=3)=CC=CC1=2.C([O-])([O-])=O.[Cs+].[Cs+]. The catalyst is C1C=CC(/C=C/C(/C=C/C2C=CC=CC=2)=O)=CC=1.C1C=CC(/C=C/C(/C=C/C2C=CC=CC=2)=O)=CC=1.C1C=CC(/C=C/C(/C=C/C2C=CC=CC=2)=O)=CC=1.[Pd].[Pd].O1CCOCC1. The product is [Cl:10][C:6]1[CH:7]=[CH:8][N:9]=[C:2]([N:18]2[CH2:17][CH2:16][N:15]3[C:20](=[CH:21][C:22]4[CH2:23][C:12]([CH3:11])([CH3:25])[CH2:13][C:14]=43)[C:19]2=[O:24])[C:3]=1[CH:4]=[O:5]. The yield is 0.317. (5) The reactants are C(Cl)(=O)C(Cl)=O.[F:7][C:8]1[CH:9]=[C:10]([CH:14]=[CH:15][C:16]=1[F:17])[C:11]([OH:13])=O.CCN(C(C)C)C(C)C.[NH2:27][C:28]1[CH:32]=[C:31]([CH3:33])[O:30][N:29]=1. The catalyst is C(Cl)Cl.CN(C=O)C. The product is [F:7][C:8]1[CH:9]=[C:10]([CH:14]=[CH:15][C:16]=1[F:17])[C:11]([NH:27][C:28]1[CH:32]=[C:31]([CH3:33])[O:30][N:29]=1)=[O:13]. The yield is 0.510. (6) The reactants are [Cl:1][C:2]1[N:3]=[C:4](Cl)[C:5]2[CH2:10][CH2:9][CH:8]([C:11]3[CH:16]=[CH:15][C:14]([F:17])=[CH:13][CH:12]=3)[C:6]=2[N:7]=1.[CH3:19][C:20]1([NH:26][C:27](=[O:33])[O:28][C:29]([CH3:32])([CH3:31])[CH3:30])[CH2:25][CH2:24][NH:23][CH2:22][CH2:21]1. The catalyst is CO. The product is [Cl:1][C:2]1[N:3]=[C:4]([N:23]2[CH2:22][CH2:21][C:20]([NH:26][C:27](=[O:33])[O:28][C:29]([CH3:32])([CH3:31])[CH3:30])([CH3:19])[CH2:25][CH2:24]2)[C:5]2[CH2:10][CH2:9][CH:8]([C:11]3[CH:16]=[CH:15][C:14]([F:17])=[CH:13][CH:12]=3)[C:6]=2[N:7]=1. The yield is 0.244. (7) The reactants are [Cl:1][C:2]1[CH:22]=[CH:21][C:5]([CH2:6][N:7]2[C:12]3[CH:13]=[C:14]([N+:17]([O-])=O)[CH:15]=[CH:16][C:11]=3[O:10][CH2:9][C:8]2=[O:20])=[CH:4][CH:3]=1.C(=O)([O-])O.[Na+]. The catalyst is C([O-])(=O)C.[Pd+2].C([O-])(=O)C.C(#N)C. The product is [NH2:17][C:14]1[CH:15]=[CH:16][C:11]2[O:10][CH2:9][C:8](=[O:20])[N:7]([CH2:6][C:5]3[CH:21]=[CH:22][C:2]([Cl:1])=[CH:3][CH:4]=3)[C:12]=2[CH:13]=1. The yield is 0.610.